Predict the reactants needed to synthesize the given product. From a dataset of Full USPTO retrosynthesis dataset with 1.9M reactions from patents (1976-2016). (1) Given the product [Br:1][C:2]1[C:3](=[O:16])[N:4]([C:10]2[CH:15]=[CH:14][CH:13]=[CH:12][CH:11]=2)[N:5]([CH3:9])[C:6]=1[CH2:7][O:41][C:40]([C:34]1([C:28]2[CH:29]=[CH:30][CH:31]=[CH:32][CH:33]=2)[CH2:35][CH2:36][N:37]([CH2:7][C:6]2[N:5]([CH3:9])[N:4]([C:18]3[CH:19]=[CH:20][CH:21]=[CH:22][CH:23]=3)[C:43](=[O:46])[C:2]=2[Br:1])[CH2:38][CH2:39]1)=[O:42], predict the reactants needed to synthesize it. The reactants are: [Br:1][C:2]1[C:3](=[O:16])[N:4]([C:10]2[CH:15]=[CH:14][CH:13]=[CH:12][CH:11]=2)[N:5]([CH3:9])[C:6]=1[CH2:7]Br.C[C:18]1[CH:23]=[CH:22][C:21](S(O)(=O)=O)=[CH:20][CH:19]=1.[C:28]1([C:34]2([C:40]([OH:42])=[O:41])[CH2:39][CH2:38][NH:37][CH2:36][CH2:35]2)[CH:33]=[CH:32][CH:31]=[CH:30][CH:29]=1.[C:43](=[O:46])([O-])[O-].[K+].[K+]. (2) Given the product [Cl:47][C:39]1[CH:38]=[C:37]([C:35]2[S:34][N:33]=[C:32]([C:8]3[C:3]([CH2:1][CH3:2])=[C:4]([CH:18]4[CH2:19][CH2:20][N:21]([CH2:24][CH2:25][C:26]([OH:28])=[O:27])[CH2:22][CH2:23]4)[CH:5]=[CH:6][CH:7]=3)[N:36]=2)[CH:42]=[CH:41][C:40]=1[O:43][CH:44]([CH3:45])[CH3:46], predict the reactants needed to synthesize it. The reactants are: [CH2:1]([C:3]1[C:8](B2OC(C)(C)C(C)(C)O2)=[CH:7][CH:6]=[CH:5][C:4]=1[CH:18]1[CH2:23][CH2:22][N:21]([CH2:24][CH2:25][C:26]([O:28]CC)=[O:27])[CH2:20][CH2:19]1)[CH3:2].Br[C:32]1[N:36]=[C:35]([C:37]2[CH:42]=[CH:41][C:40]([O:43][CH:44]([CH3:46])[CH3:45])=[C:39]([Cl:47])[CH:38]=2)[S:34][N:33]=1.P([O-])([O-])([O-])=O.[K+].[K+].[K+].[OH-].[Na+]. (3) The reactants are: [Br:1][C:2]1[CH:3]=[C:4]([SH:8])[CH:5]=[CH:6][CH:7]=1.C([O-])([O-])=O.[Cs+].[Cs+].Br[CH2:16][CH2:17][OH:18]. Given the product [Br:1][C:2]1[CH:3]=[C:4]([S:8][CH2:16][CH2:17][OH:18])[CH:5]=[CH:6][CH:7]=1, predict the reactants needed to synthesize it. (4) Given the product [CH3:1][O:2][C:3]1[CH:8]=[CH:7][CH:6]=[CH:5][C:4]=1/[CH:9]=[CH:10]/[C:11]1[CH:12]=[C:13]([CH:17]=[C:18]([O:20][C@@H:21]([CH3:25])[CH2:22][O:23][CH3:24])[CH:19]=1)[C:14]([NH:32][C:29]1[CH:30]=[CH:31][N:27]([CH3:26])[N:28]=1)=[O:16], predict the reactants needed to synthesize it. The reactants are: [CH3:1][O:2][C:3]1[CH:8]=[CH:7][CH:6]=[CH:5][C:4]=1/[CH:9]=[CH:10]/[C:11]1[CH:12]=[C:13]([CH:17]=[C:18]([O:20][C@@H:21]([CH3:25])[CH2:22][O:23][CH3:24])[CH:19]=1)[C:14]([OH:16])=O.[CH3:26][N:27]1[CH:31]=[CH:30][C:29]([NH2:32])=[N:28]1.NC1SC(F)=CN=1. (5) Given the product [C:41]([OH:47])(=[O:46])[CH2:42][C:43]([OH:45])=[O:44].[F:1][C:2]1[CH:3]=[C:4]([CH:37]=[C:38]([F:40])[CH:39]=1)[CH2:5][C@@H:6]1[CH2:11][NH:10][CH2:9][CH2:8][N:7]1[C:12]([C:14]1[N:15]=[CH:16][N:17]([C@H:25]2[CH2:30][CH2:29][CH2:28][CH2:27][C@@H:26]2[NH:31][C:32](=[O:36])[O:33][CH2:34][CH3:35])[C:18]=1[C:19]1[CH:20]=[CH:21][CH:22]=[CH:23][CH:24]=1)=[O:13], predict the reactants needed to synthesize it. The reactants are: [F:1][C:2]1[CH:3]=[C:4]([CH:37]=[C:38]([F:40])[CH:39]=1)[CH2:5][C@@H:6]1[CH2:11][NH:10][CH2:9][CH2:8][N:7]1[C:12]([C:14]1[N:15]=[CH:16][N:17]([C@H:25]2[CH2:30][CH2:29][CH2:28][CH2:27][C@@H:26]2[NH:31][C:32](=[O:36])[O:33][CH2:34][CH3:35])[C:18]=1[C:19]1[CH:24]=[CH:23][CH:22]=[CH:21][CH:20]=1)=[O:13].[C:41]([OH:47])(=[O:46])[CH2:42][C:43]([OH:45])=[O:44]. (6) Given the product [C:1]1([C:7]2[C:8](=[N:13][NH:14][C:15]3[CH:16]=[CH:17][CH:18]=[CH:19][CH:20]=3)[C:9]([NH:12][C:22](=[O:29])[C:23]3[CH:28]=[CH:27][CH:26]=[N:25][CH:24]=3)=[N:10][N:11]=2)[CH:2]=[CH:3][CH:4]=[CH:5][CH:6]=1, predict the reactants needed to synthesize it. The reactants are: [C:1]1([C:7]2[C:8](=[N:13][NH:14][C:15]3[CH:20]=[CH:19][CH:18]=[CH:17][CH:16]=3)[C:9]([NH2:12])=[N:10][N:11]=2)[CH:6]=[CH:5][CH:4]=[CH:3][CH:2]=1.Cl.[C:22](Cl)(=[O:29])[C:23]1[CH:28]=[CH:27][CH:26]=[N:25][CH:24]=1.C(N(CC)CC)C.